From a dataset of Reaction yield outcomes from USPTO patents with 853,638 reactions. Predict the reaction yield, written as a fraction of the theoretical maximum amount of product (1.0 means a 100% yield; for example, 0.34 means a 34% yield). (1) The reactants are [Cl:1][C:2]1[CH:3]=[C:4]([C:9]2[CH:17]=[C:16]3[C:12]([CH2:13][C:14](=[O:18])[NH:15]3)=[CH:11][CH:10]=2)[CH:5]=[C:6]([Cl:8])[CH:7]=1.[CH2:19]([N:21]([CH2:36][CH3:37])[CH2:22][CH2:23][NH:24][C:25]([C:27]1[C:31]([CH3:32])=[C:30]([CH:33]=O)[NH:29][C:28]=1[CH3:35])=[O:26])[CH3:20]. No catalyst specified. The product is [CH2:36]([N:21]([CH2:19][CH3:20])[CH2:22][CH2:23][NH:24][C:25]([C:27]1[C:31]([CH3:32])=[C:30]([CH:33]=[C:13]2[C:12]3[C:16](=[CH:17][C:9]([C:4]4[CH:3]=[C:2]([Cl:1])[CH:7]=[C:6]([Cl:8])[CH:5]=4)=[CH:10][CH:11]=3)[NH:15][C:14]2=[O:18])[NH:29][C:28]=1[CH3:35])=[O:26])[CH3:37]. The yield is 0.440. (2) The reactants are [F:1][C:2]([F:16])([F:15])[O:3][C:4]1[CH:12]=[C:11]([CH:13]=[CH2:14])[CH:10]=[CH:9][C:5]=1[C:6]([OH:8])=[O:7].Br[CH:18]([C:23]1[CH:28]=[C:27]([Cl:29])[C:26]([F:30])=[C:25]([Cl:31])[CH:24]=1)[C:19]([F:22])([F:21])[F:20].N1C=CC=CC=1C1C=CC=CN=1. The catalyst is CN1CCCC1.O.[Cu]Cl. The product is [Cl:29][C:27]1[CH:28]=[C:23]([CH:18]([C:19]([F:22])([F:21])[F:20])/[CH:14]=[CH:13]/[C:11]2[CH:10]=[CH:9][C:5]([C:6]([OH:8])=[O:7])=[C:4]([O:3][C:2]([F:15])([F:16])[F:1])[CH:12]=2)[CH:24]=[C:25]([Cl:31])[C:26]=1[F:30]. The yield is 0.210.